Dataset: NCI-60 drug combinations with 297,098 pairs across 59 cell lines. Task: Regression. Given two drug SMILES strings and cell line genomic features, predict the synergy score measuring deviation from expected non-interaction effect. (1) Drug 1: C1=C(C(=O)NC(=O)N1)F. Drug 2: CC1CCC2CC(C(=CC=CC=CC(CC(C(=O)C(C(C(=CC(C(=O)CC(OC(=O)C3CCCCN3C(=O)C(=O)C1(O2)O)C(C)CC4CCC(C(C4)OC)O)C)C)O)OC)C)C)C)OC. Cell line: HT29. Synergy scores: CSS=43.3, Synergy_ZIP=-6.02, Synergy_Bliss=-8.54, Synergy_Loewe=-1.37, Synergy_HSA=-0.208. (2) Drug 1: CC1OCC2C(O1)C(C(C(O2)OC3C4COC(=O)C4C(C5=CC6=C(C=C35)OCO6)C7=CC(=C(C(=C7)OC)O)OC)O)O. Drug 2: CC1C(C(CC(O1)OC2CC(OC(C2O)C)OC3=CC4=CC5=C(C(=O)C(C(C5)C(C(=O)C(C(C)O)O)OC)OC6CC(C(C(O6)C)O)OC7CC(C(C(O7)C)O)OC8CC(C(C(O8)C)O)(C)O)C(=C4C(=C3C)O)O)O)O. Cell line: NCI-H460. Synergy scores: CSS=41.6, Synergy_ZIP=2.72, Synergy_Bliss=2.50, Synergy_Loewe=0.0498, Synergy_HSA=2.45. (3) Cell line: TK-10. Drug 2: CCC1(CC2CC(C3=C(CCN(C2)C1)C4=CC=CC=C4N3)(C5=C(C=C6C(=C5)C78CCN9C7C(C=CC9)(C(C(C8N6C)(C(=O)OC)O)OC(=O)C)CC)OC)C(=O)OC)O.OS(=O)(=O)O. Synergy scores: CSS=18.2, Synergy_ZIP=-8.67, Synergy_Bliss=-1.91, Synergy_Loewe=-8.76, Synergy_HSA=-0.0279. Drug 1: C1=C(C(=O)NC(=O)N1)N(CCCl)CCCl. (4) Drug 1: CC1=C(C(CCC1)(C)C)C=CC(=CC=CC(=CC(=O)O)C)C. Drug 2: CC(C)NC(=O)C1=CC=C(C=C1)CNNC.Cl. Cell line: MOLT-4. Synergy scores: CSS=7.76, Synergy_ZIP=-0.530, Synergy_Bliss=-2.38, Synergy_Loewe=-1.72, Synergy_HSA=-4.85. (5) Drug 1: CC12CCC3C(C1CCC2=O)CC(=C)C4=CC(=O)C=CC34C. Drug 2: CC1=C(C(=CC=C1)Cl)NC(=O)C2=CN=C(S2)NC3=CC(=NC(=N3)C)N4CCN(CC4)CCO. Cell line: MOLT-4. Synergy scores: CSS=66.6, Synergy_ZIP=-0.764, Synergy_Bliss=1.64, Synergy_Loewe=-1.000, Synergy_HSA=0.614.